Dataset: Full USPTO retrosynthesis dataset with 1.9M reactions from patents (1976-2016). Task: Predict the reactants needed to synthesize the given product. (1) Given the product [CH2:29]([O:28][C:26]([N:12]1[CH2:13][CH:14]([CH2:16][O:17][C:18]2[CH:23]=[CH:22][C:21]([F:24])=[C:20]([F:25])[CH:19]=2)[CH:15]2[NH:8][CH2:9][CH2:10][CH:11]12)=[O:27])[C:30]1[CH:31]=[CH:32][CH:33]=[CH:34][CH:35]=1, predict the reactants needed to synthesize it. The reactants are: C(OC([N:8]1[CH:15]2[CH:11]([N:12]([C:26]([O:28][CH2:29][C:30]3[CH:35]=[CH:34][CH:33]=[CH:32][CH:31]=3)=[O:27])[CH2:13][CH:14]2[CH2:16][O:17][C:18]2[CH:23]=[CH:22][C:21]([F:24])=[C:20]([F:25])[CH:19]=2)[CH2:10][CH2:9]1)=O)(C)(C)C.C(O)(C(F)(F)F)=O. (2) Given the product [O:23]1[CH:27]=[CH:26][C:25]([C:19]2[CH:20]=[C:21]3[C:16](=[CH:17][CH:18]=2)[NH:15][N:14]=[C:13]3[C:11]([NH:10][CH:5]2[CH2:4][CH:3]3[N:2]([CH3:1])[CH:7]([CH2:8][CH2:9]3)[CH2:6]2)=[O:12])=[CH:24]1, predict the reactants needed to synthesize it. The reactants are: [CH3:1][N:2]1[CH:7]2[CH2:8][CH2:9][CH:3]1[CH2:4][CH:5]([NH:10][C:11]([C:13]1[C:21]3[C:16](=[CH:17][CH:18]=[C:19](Br)[CH:20]=3)[NH:15][N:14]=1)=[O:12])[CH2:6]2.[O:23]1[CH:27]=[CH:26][C:25](B(O)O)=[CH:24]1.F[B-](F)(F)F.C(P(C(C)(C)C)C(C)(C)C)(C)(C)C.C(=O)([O-])[O-].[K+].[K+]. (3) Given the product [Cl:1][C:2]1[C:10]([Cl:11])=[CH:9][C:5]([CH2:6][OH:7])=[CH:4][C:3]=1[O:12][CH3:13], predict the reactants needed to synthesize it. The reactants are: [Cl:1][C:2]1[C:10]([Cl:11])=[CH:9][C:5]([C:6](O)=[O:7])=[CH:4][C:3]=1[O:12][CH3:13].B.C1COCC1. (4) The reactants are: [N+:1]1([O-])[CH:6]=[CH:5][C:4]([CH3:7])=[CH:3][CH:2]=1.C[Si]([C:13]#[N:14])(C)C.N12CCCN=C1CCCCC2. Given the product [C:13]([C:2]1[CH:3]=[C:4]([CH3:7])[CH:5]=[CH:6][N:1]=1)#[N:14], predict the reactants needed to synthesize it. (5) Given the product [CH3:21][O:22][CH2:23][CH2:24][CH2:25][NH:26][C:2]1[C:3]2[CH:4]=[CH:5][C:6]([NH:20][CH2:19][C:17]3[O:18][C:14]([CH3:13])=[CH:15][CH:16]=3)=[N:7][C:8]=2[CH:9]=[CH:10][CH:11]=1, predict the reactants needed to synthesize it. The reactants are: Br[C:2]1[CH:11]=[CH:10][CH:9]=[C:8]2[C:3]=1[CH:4]=[CH:5][C:6](Cl)=[N:7]2.[CH3:13][C:14]1[O:18][C:17]([CH2:19][NH2:20])=[CH:16][CH:15]=1.[CH3:21][O:22][CH2:23][CH2:24][CH2:25][NH2:26]. (6) The reactants are: [C:1]([O:5][C:6](=[O:33])[CH2:7][C:8]1([CH2:25][C:26](=[O:32])[O:27][C:28]([CH3:31])([CH3:30])[CH3:29])[O:12][N:11]=[C:10]([C:13]2[CH:18]=[C:17]([OH:19])[CH:16]=[CH:15][C:14]=2[CH2:20][CH2:21][C:22]([OH:24])=[O:23])[CH2:9]1)([CH3:4])([CH3:3])[CH3:2].Br[CH2:35][C:36]1[CH:41]=[CH:40][CH:39]=[CH:38][CH:37]=1.C(N(CC)C(C)C)(C)C.Cl. Given the product [C:28]([O:27][C:26](=[O:32])[CH2:25][C:8]1([CH2:7][C:6](=[O:33])[O:5][C:1]([CH3:3])([CH3:2])[CH3:4])[O:12][N:11]=[C:10]([C:13]2[CH:18]=[C:17]([OH:19])[CH:16]=[CH:15][C:14]=2[CH2:20][CH2:21][C:22]([O:24][CH2:35][C:36]2[CH:41]=[CH:40][CH:39]=[CH:38][CH:37]=2)=[O:23])[CH2:9]1)([CH3:31])([CH3:30])[CH3:29], predict the reactants needed to synthesize it. (7) Given the product [CH2:13]([N:15]1[CH2:20][CH2:19][CH2:18][CH:17]([CH2:21][CH2:22][CH:23]([CH3:33])[C:24]([NH:26][C:27]2[CH:28]=[CH:29][CH:30]=[CH:31][CH:32]=2)=[O:25])[CH2:16]1)[C:34]1[CH:39]=[CH:38][CH:37]=[CH:36][CH:35]=1, predict the reactants needed to synthesize it. The reactants are: FC(F)(F)C(O)=O.C(O[C:13]([N:15]1[CH2:20][CH2:19][CH2:18][CH:17]([CH2:21][CH2:22][CH:23]([CH3:33])[C:24]([NH:26][C:27]2[CH:32]=[CH:31][CH:30]=[CH:29][CH:28]=2)=[O:25])[CH2:16]1)=O)(C)(C)C.[C:34]1(CC=O)[CH:39]=[CH:38][CH:37]=[CH:36][CH:35]=1.[BH-](OC(C)=O)(OC(C)=O)OC(C)=O.[Na+].C([O-])([O-])=O.[K+].[K+]. (8) Given the product [CH3:21][C:22]1([CH3:38])[C:26]([CH3:28])([CH3:27])[O:25][B:24]([C:2]2[C:7]3[O:8][CH2:9][O:10][C:6]=3[C:5]([O:11][C:12]3[C:17]4[CH:18]=[CH:19][O:20][C:16]=4[CH:15]=[CH:14][N:13]=3)=[CH:4][CH:3]=2)[O:23]1, predict the reactants needed to synthesize it. The reactants are: Br[C:2]1[C:7]2[O:8][CH2:9][O:10][C:6]=2[C:5]([O:11][C:12]2[C:17]3[CH:18]=[CH:19][O:20][C:16]=3[CH:15]=[CH:14][N:13]=2)=[CH:4][CH:3]=1.[CH3:21][C:22]1([CH3:38])[C:26]([CH3:28])([CH3:27])[O:25][B:24]([B:24]2[O:25][C:26]([CH3:28])([CH3:27])[C:22]([CH3:38])([CH3:21])[O:23]2)[O:23]1.C([O-])(=O)C.[K+]. (9) Given the product [Cl:21][C:20]1[C:15]([C:13]2[C:12]([Cl:30])=[CH:11][N:10]=[C:9]([NH:8][C@H:5]3[CH2:6][CH2:7][C@H:2]([NH:1][CH2:34][C@H:33]([OH:35])[C:32]([F:37])([F:36])[F:31])[CH2:3][CH2:4]3)[CH:14]=2)=[N:16][C:17]([NH:22][CH2:23][CH:24]2[CH2:29][CH2:28][O:27][CH2:26][CH2:25]2)=[CH:18][CH:19]=1, predict the reactants needed to synthesize it. The reactants are: [NH2:1][C@H:2]1[CH2:7][CH2:6][C@H:5]([NH:8][C:9]2[CH:14]=[C:13]([C:15]3[C:20]([Cl:21])=[CH:19][CH:18]=[C:17]([NH:22][CH2:23][CH:24]4[CH2:29][CH2:28][O:27][CH2:26][CH2:25]4)[N:16]=3)[C:12]([Cl:30])=[CH:11][N:10]=2)[CH2:4][CH2:3]1.[F:31][C:32]([F:37])([F:36])[C@H:33]1[O:35][CH2:34]1.